This data is from Forward reaction prediction with 1.9M reactions from USPTO patents (1976-2016). The task is: Predict the product of the given reaction. (1) Given the reactants [O:1]=[C:2]1[N:6]2[C:7]3[CH:8]=[CH:9][C:10](B4OC(C)(C)C(C)(C)O4)=[CH:11][C:12]=3[CH2:13][C@H:5]2[C@H:4]([CH2:23][NH:24][C:25](=[O:27])[CH3:26])[O:3]1.Br[C:29]1[CH:30]=[CH:31][C:32]([C:35](=[O:42])[CH2:36][N:37]2[CH:41]=[CH:40][N:39]=[CH:38]2)=[N:33][CH:34]=1.C([O-])([O-])=O.[K+].[K+].O1CCOCC1, predict the reaction product. The product is: [N:37]1([CH2:36][C:35]([C:32]2[N:33]=[CH:34][C:29]([C:10]3[CH:9]=[CH:8][C:7]4[N:6]5[C:2](=[O:1])[O:3][C@@H:4]([CH2:23][NH:24][C:25](=[O:27])[CH3:26])[C@@H:5]5[CH2:13][C:12]=4[CH:11]=3)=[CH:30][CH:31]=2)=[O:42])[CH:41]=[CH:40][N:39]=[CH:38]1. (2) Given the reactants CC1(C)[O:6][C@H:5]([CH2:7][O:8][C:9]2[N:14]=[C:13]([NH:15][C@H:16]([C:18]3[CH:23]=[CH:22][C:21]([F:24])=[CH:20][N:19]=3)[CH3:17])[N:12]=[C:11]([NH:25][C:26]3[CH:30]=[C:29]([O:31][CH:32]([CH3:34])[CH3:33])[NH:28][N:27]=3)[C:10]=2[F:35])[CH2:4][O:3]1.C1(C)C=CC(S(O)(=O)=O)=CC=1, predict the reaction product. The product is: [F:35][C:10]1[C:9]([O:8][CH2:7][C@@H:5]([OH:6])[CH2:4][OH:3])=[N:14][C:13]([NH:15][C@H:16]([C:18]2[CH:23]=[CH:22][C:21]([F:24])=[CH:20][N:19]=2)[CH3:17])=[N:12][C:11]=1[NH:25][C:26]1[CH:30]=[C:29]([O:31][CH:32]([CH3:34])[CH3:33])[NH:28][N:27]=1. (3) Given the reactants Br[C:2]1[S:6][C:5]([N:7]2[CH2:12][CH2:11][N:10]([C:13](=[O:24])[C:14]3[CH:19]=[CH:18][CH:17]=[CH:16][C:15]=3[C:20]([F:23])([F:22])[F:21])[CH2:9][CH2:8]2)=[N:4][CH:3]=1.[C:25]([Cu])#[N:26], predict the reaction product. The product is: [F:21][C:20]([F:23])([F:22])[C:15]1[CH:16]=[CH:17][CH:18]=[CH:19][C:14]=1[C:13]([N:10]1[CH2:11][CH2:12][N:7]([C:5]2[S:6][C:2]([C:25]#[N:26])=[CH:3][N:4]=2)[CH2:8][CH2:9]1)=[O:24]. (4) Given the reactants [C:1]([O:4][CH:5]([CH2:15][CH:16]=[C:17]([CH3:25])[CH2:18][CH2:19][CH2:20][CH:21]([CH3:24])[CH:22]=[O:23])[C:6]([CH3:14])=[CH:7][C:8]1[N:9]=[C:10]([CH3:13])[S:11][CH:12]=1)(=[O:3])[CH3:2].[CH3:26][O:27][C:28](=[O:47])[CH2:29][C@H:30]([O:39][Si:40]([C:43]([CH3:46])([CH3:45])[CH3:44])([CH3:42])[CH3:41])[C:31]([CH3:38])([CH3:37])[C:32](=[O:36])[CH:33](Br)[CH3:34], predict the reaction product. The product is: [CH3:26][O:27][C:28](=[O:47])[CH2:29][CH:30]([O:39][Si:40]([C:43]([CH3:46])([CH3:45])[CH3:44])([CH3:41])[CH3:42])[C:31]([CH3:37])([CH3:38])[C:32](=[O:36])[CH:33]([CH3:34])[CH:22]([OH:23])[CH:21]([CH3:24])[CH2:20][CH2:19][CH2:18][C:17]([CH3:25])=[CH:16][CH2:15][CH:5]([O:4][C:1](=[O:3])[CH3:2])[C:6]([CH3:14])=[CH:7][C:8]1[N:9]=[C:10]([CH3:13])[S:11][CH:12]=1. (5) The product is: [CH3:38][S:39]([O:37][C:21]1[C:22]([O:36][S:39]([CH3:38])(=[O:41])=[O:40])=[C:23]([C:25]([NH:27][CH2:28][C:29]2[CH:34]=[CH:33][C:32]([F:35])=[CH:31][CH:30]=2)=[O:26])[N:24]=[C:19]([CH:11]([N:3]([C:4]([O:5][C:6]([CH3:9])([CH3:7])[CH3:8])=[O:10])[CH2:1][CH3:2])[CH2:12][CH2:13][C@H:14]([O:17][CH3:18])[CH2:15][O:16][S:39]([CH3:38])(=[O:41])=[O:40])[N:20]=1)(=[O:41])=[O:40]. Given the reactants [CH2:1]([N:3]([CH:11]([C:19]1[NH:20][C:21](=[O:37])[C:22]([OH:36])=[C:23]([C:25]([NH:27][CH2:28][C:29]2[CH:34]=[CH:33][C:32]([F:35])=[CH:31][CH:30]=2)=[O:26])[N:24]=1)[CH2:12][CH2:13][C@H:14]([O:17][CH3:18])[CH2:15][OH:16])[C:4](=[O:10])[O:5][C:6]([CH3:9])([CH3:8])[CH3:7])[CH3:2].[CH3:38][S:39](Cl)(=[O:41])=[O:40], predict the reaction product.